From a dataset of Full USPTO retrosynthesis dataset with 1.9M reactions from patents (1976-2016). Predict the reactants needed to synthesize the given product. (1) Given the product [O:1]1[C:6]2[CH:7]=[CH:8][C:9]([S:11][C:12]3[CH:17]=[CH:16][C:15]([C:18]4[CH:19]=[CH:20][N:21]=[C:22]([N:37]5[CH2:38][CH2:39][CH2:40][CH:36]5[CH2:35][OH:34])[CH:23]=4)=[CH:14][C:13]=3[C:24]([F:25])([F:26])[F:27])=[CH:10][C:5]=2[O:4][CH2:3][CH2:2]1, predict the reactants needed to synthesize it. The reactants are: [O:1]1[C:6]2[CH:7]=[CH:8][C:9]([S:11][C:12]3[CH:17]=[CH:16][C:15]([C:18]4[CH:23]=[CH:22][N:21]=[CH:20][CH:19]=4)=[CH:14][C:13]=3[C:24]([F:27])([F:26])[F:25])=[CH:10][C:5]=2[O:4][CH2:3][CH2:2]1.OC1CCNC1.[OH:34][CH2:35][C@H:36]1[CH2:40][CH2:39][CH2:38][NH:37]1. (2) Given the product [CH3:22][S:23]([O:1][CH2:2][CH:3]1[CH2:4][C:5](=[O:14])[N:6]([C@H:8]([C:9]([NH2:11])=[O:10])[CH2:12][CH3:13])[CH2:7]1)(=[O:25])=[O:24], predict the reactants needed to synthesize it. The reactants are: [OH:1][CH2:2][CH:3]1[CH2:7][N:6]([C@@H:8]([CH2:12][CH3:13])[C:9]([NH2:11])=[O:10])[C:5](=[O:14])[CH2:4]1.C(N(CC)CC)C.[CH3:22][S:23](Cl)(=[O:25])=[O:24]. (3) Given the product [NH4+:5].[OH-:7].[C:1]([NH:5][C:6](=[O:7])[CH2:8][N:9]1[C:18](=[O:19])[C:17]2[C:12](=[CH:13][CH:14]=[C:15]([CH:20]=[CH:21][CH2:22][CH2:23][N:36]3[CH2:40][CH2:39][CH2:38][CH2:37]3)[CH:16]=2)[N:11]=[C:10]1[C:29]1[CH:34]=[CH:33][CH:32]=[C:31]([Cl:35])[CH:30]=1)([CH3:3])([CH3:2])[CH3:4], predict the reactants needed to synthesize it. The reactants are: [C:1]([NH:5][C:6]([CH2:8][N:9]1[C:18](=[O:19])[C:17]2[C:12](=[CH:13][CH:14]=[C:15]([CH:20]=[CH:21][CH2:22][CH2:23]OS(C)(=O)=O)[CH:16]=2)[N:11]=[C:10]1[C:29]1[CH:34]=[CH:33][CH:32]=[C:31]([Cl:35])[CH:30]=1)=[O:7])([CH3:4])([CH3:3])[CH3:2].[NH:36]1[CH2:40][CH2:39][CH2:38][CH2:37]1.C([O-])([O-])=O.[K+].[K+].CO. (4) Given the product [CH3:29][O:28][C:25]1[CH:26]=[C:27]2[C:22](=[CH:23][C:24]=1[O:30][CH3:31])[N:21]=[CH:20][N:19]=[C:18]2[O:14][C:11]1[CH:12]=[CH:13][C:8]([NH2:7])=[C:9]([O:15][CH3:16])[CH:10]=1, predict the reactants needed to synthesize it. The reactants are: [H-].[Na+].CS(C)=O.[NH2:7][C:8]1[CH:13]=[CH:12][C:11]([OH:14])=[CH:10][C:9]=1[O:15][CH3:16].Cl[C:18]1[C:27]2[C:22](=[CH:23][C:24]([O:30][CH3:31])=[C:25]([O:28][CH3:29])[CH:26]=2)[N:21]=[CH:20][N:19]=1.